From a dataset of Full USPTO retrosynthesis dataset with 1.9M reactions from patents (1976-2016). Predict the reactants needed to synthesize the given product. Given the product [Cl:33][C:26]1[CH:27]=[C:28]([C:29]([F:32])([F:30])[F:31])[C:23]([N:20]2[C:16]3[N:17]=[CH:18][N:19]=[C:14]([O:12][C@@H:7]([CH2:6][O:5][CH2:3][CH3:4])[C:8]([O:10][CH3:11])=[O:9])[C:15]=3[CH:22]=[N:21]2)=[N:24][CH:25]=1, predict the reactants needed to synthesize it. The reactants are: [H-].[Na+].[CH2:3]([O:5][CH2:6][C@H:7]([OH:12])[C:8]([O:10][CH3:11])=[O:9])[CH3:4].Cl[C:14]1[N:19]=[CH:18][N:17]=[C:16]2[N:20]([C:23]3[C:28]([C:29]([F:32])([F:31])[F:30])=[CH:27][C:26]([Cl:33])=[CH:25][N:24]=3)[N:21]=[CH:22][C:15]=12.